This data is from Full USPTO retrosynthesis dataset with 1.9M reactions from patents (1976-2016). The task is: Predict the reactants needed to synthesize the given product. (1) Given the product [ClH:13].[ClH:13].[CH3:10][O:9][C:8]1[N:7]=[C:6]([NH2:11])[N:5]=[C:4]([NH2:12])[C:3]=1[NH2:1], predict the reactants needed to synthesize it. The reactants are: [N:1]([C:3]1[C:4]([NH2:12])=[N:5][C:6]([NH2:11])=[N:7][C:8]=1[O:9][CH3:10])=O.[ClH:13]. (2) Given the product [CH2:7]([O:6][C:4]([NH:10][CH2:11][C@H:12]([OH:14])[CH3:13])=[O:5])[CH3:8], predict the reactants needed to synthesize it. The reactants are: [OH-].[Na+].Cl[C:4]([O:6][CH2:7][CH3:8])=[O:5].O.[NH2:10][CH2:11][C@H:12]([OH:14])[CH3:13].